Dataset: NCI-60 drug combinations with 297,098 pairs across 59 cell lines. Task: Regression. Given two drug SMILES strings and cell line genomic features, predict the synergy score measuring deviation from expected non-interaction effect. (1) Drug 1: CC12CCC3C(C1CCC2=O)CC(=C)C4=CC(=O)C=CC34C. Drug 2: CC12CCC3C(C1CCC2OP(=O)(O)O)CCC4=C3C=CC(=C4)OC(=O)N(CCCl)CCCl.[Na+]. Cell line: 786-0. Synergy scores: CSS=-3.05, Synergy_ZIP=-15.0, Synergy_Bliss=-33.4, Synergy_Loewe=-43.3, Synergy_HSA=-34.2. (2) Drug 1: C1CCC(CC1)NC(=O)N(CCCl)N=O. Drug 2: CCC1(CC2CC(C3=C(CCN(C2)C1)C4=CC=CC=C4N3)(C5=C(C=C6C(=C5)C78CCN9C7C(C=CC9)(C(C(C8N6C=O)(C(=O)OC)O)OC(=O)C)CC)OC)C(=O)OC)O.OS(=O)(=O)O. Cell line: DU-145. Synergy scores: CSS=7.51, Synergy_ZIP=-0.509, Synergy_Bliss=4.68, Synergy_Loewe=2.03, Synergy_HSA=3.44.